This data is from Full USPTO retrosynthesis dataset with 1.9M reactions from patents (1976-2016). The task is: Predict the reactants needed to synthesize the given product. (1) Given the product [CH:31]([O:30][CH2:29][C@H:18]([O:17][C:16]1[N:15]=[CH:14][N:13]=[C:12]2[N:8]([C:5]3[C:4]([C:34]([F:37])([F:36])[F:35])=[CH:3][CH:2]=[CH:7][N:6]=3)[N:9]=[CH:10][C:11]=12)[C:19]([NH:21][C:22]1[CH:27]=[CH:26][C:25]([CH3:28])=[CH:24][N:23]=1)=[O:20])([CH3:33])[CH3:32], predict the reactants needed to synthesize it. The reactants are: Cl[C:2]1[CH:3]=[C:4]([C:34]([F:37])([F:36])[F:35])[C:5]([N:8]2[C:12]3=[N:13][CH:14]=[N:15][C:16]([O:17][C@@H:18]([CH2:29][O:30][CH:31]([CH3:33])[CH3:32])[C:19]([NH:21][C:22]4[CH:27]=[CH:26][C:25]([CH3:28])=[CH:24][N:23]=4)=[O:20])=[C:11]3[CH:10]=[N:9]2)=[N:6][CH:7]=1. (2) Given the product [Cl:1][C:2]1[CH:3]=[CH:4][C:5]2[N:11]3[CH:12]=[CH:13][CH:14]=[C:10]3[C@@H:9]([CH2:15][CH2:16][N:17]3[NH:21][N:20]=[C:19]([S:22][CH2:23][C:24]([OH:26])=[O:25])[NH:18]3)[O:8][C@H:7]([C:29]3[CH:34]=[CH:33][CH:32]=[C:31]([O:35][CH3:36])[C:30]=3[O:37][CH3:38])[C:6]=2[CH:39]=1, predict the reactants needed to synthesize it. The reactants are: [Cl:1][C:2]1[CH:3]=[CH:4][C:5]2[N:11]3[CH:12]=[CH:13][CH:14]=[C:10]3[C@@H:9]([CH2:15][CH2:16][N:17]3[NH:21][N:20]=[C:19]([S:22][CH2:23][C:24]([O:26]CC)=[O:25])[NH:18]3)[O:8][C@H:7]([C:29]3[CH:34]=[CH:33][CH:32]=[C:31]([O:35][CH3:36])[C:30]=3[O:37][CH3:38])[C:6]=2[CH:39]=1.C(=O)([O-])[O-].[K+].[K+]. (3) Given the product [C:1]([O:5][C:6]([NH:8][C@H:9]([CH2:10][OH:11])[CH2:13][C:14]([O:16][CH3:17])=[O:15])=[O:7])([CH3:3])([CH3:2])[CH3:4], predict the reactants needed to synthesize it. The reactants are: [C:1]([O:5][C:6]([NH:8][C@@H:9]([CH2:13][C:14]([O:16][CH3:17])=[O:15])[C:10](O)=[O:11])=[O:7])([CH3:4])([CH3:3])[CH3:2].CN1CCOCC1.ClC(OCC)=O.[BH4-].[Na+].C([O-])(O)=O.[Na+]. (4) The reactants are: [H-].[Na+].Cl[CH2:4][C:5]([NH:7][C:8]([C:10]1[CH:15]=[CH:14][C:13]([C:16]2[CH:21]=[CH:20][CH:19]=[CH:18][CH:17]=2)=[CH:12][CH:11]=1)=[O:9])=[O:6]. Given the product [C:13]1([C:16]2[CH:21]=[CH:20][CH:19]=[CH:18][CH:17]=2)[CH:14]=[CH:15][C:10]([C:8]2[O:9][CH2:4][C:5](=[O:6])[N:7]=2)=[CH:11][CH:12]=1, predict the reactants needed to synthesize it. (5) Given the product [C:22]1([C:31]2[CH:36]=[CH:35][CH:34]=[CH:33][CH:32]=2)[CH:27]=[CH:26][C:25]([C:2]2[N:3]=[C:4]([C:15]3[CH:20]=[CH:19][CH:18]=[C:17]([Cl:21])[CH:16]=3)[N:5]=[C:6]([C:8]3[CH:13]=[CH:12][CH:11]=[C:10]([Cl:14])[CH:9]=3)[N:7]=2)=[CH:24][CH:23]=1, predict the reactants needed to synthesize it. The reactants are: Cl[C:2]1[N:7]=[C:6]([C:8]2[CH:13]=[CH:12][CH:11]=[C:10]([Cl:14])[CH:9]=2)[N:5]=[C:4]([C:15]2[CH:20]=[CH:19][CH:18]=[C:17]([Cl:21])[CH:16]=2)[N:3]=1.[C:22]1([C:31]2[CH:36]=[CH:35][CH:34]=[CH:33][CH:32]=2)[CH:27]=[CH:26][C:25](B(O)O)=[CH:24][CH:23]=1.C([O-])([O-])=O.[K+].[K+]. (6) Given the product [F:1][C:2]1[C:15]([F:16])=[CH:14][CH:13]=[CH:12][C:3]=1[C:4]([NH:6][CH2:7][C:8]([OH:10])=[O:9])=[O:5], predict the reactants needed to synthesize it. The reactants are: [F:1][C:2]1[C:15]([F:16])=[CH:14][CH:13]=[CH:12][C:3]=1[C:4]([NH:6][CH2:7][C:8]([O:10]C)=[O:9])=[O:5].[OH-].[Li+].Cl. (7) Given the product [CH3:51][O:50][C:49]1[CH:48]=[CH:47][C:46]([CH:37]([C:38]2[CH:39]=[CH:40][C:41]([O:42][CH3:43])=[CH:44][CH:45]=2)[O:13][CH:12]([C:66]2[CH:65]=[CH:9][CH:8]=[CH:7][CH:11]=2)[C:11]2([CH2:14][OH:15])[O:10][CH:9]([N:16]3[CH:21]=[CH:20][C:19](=[O:22])[NH:18][C:17]3=[O:23])[CH:8]([OH:24])[CH:7]2[O:6][Si:5]([C:1]([CH3:4])([CH3:2])[CH3:3])([C:25]2[CH:26]=[CH:27][CH:28]=[CH:29][CH:30]=2)[C:31]2[CH:36]=[CH:35][CH:34]=[CH:33][CH:32]=2)=[CH:53][CH:52]=1, predict the reactants needed to synthesize it. The reactants are: [C:1]([Si:5]([C:31]1[CH:36]=[CH:35][CH:34]=[CH:33][CH:32]=1)([C:25]1[CH:30]=[CH:29][CH:28]=[CH:27][CH:26]=1)[O:6][CH:7]1[C:11]([CH2:14][OH:15])([CH2:12][OH:13])[O:10][CH:9]([N:16]2[CH:21]=[CH:20][C:19](=[O:22])[NH:18][C:17]2=[O:23])[CH:8]1[OH:24])([CH3:4])([CH3:3])[CH3:2].[C:37](Cl)(C1C=CC=CC=1)([C:46]1[CH:53]=[CH:52][C:49]([O:50][CH3:51])=[CH:48][CH:47]=1)[C:38]1[CH:45]=[CH:44][C:41]([O:42][CH3:43])=[CH:40][CH:39]=1.C(O[CH2:65][CH3:66])(=O)C.